From a dataset of Catalyst prediction with 721,799 reactions and 888 catalyst types from USPTO. Predict which catalyst facilitates the given reaction. (1) Reactant: CN(C)C=O.Cl[C:7]1[CH:15]=[CH:14][C:10]([C:11]([OH:13])=[O:12])=[CH:9][N:8]=1.[CH:16]1([OH:22])[CH2:21][CH2:20][CH2:19][CH2:18][CH2:17]1.[H-].[Na+]. Product: [CH:16]1([O:22][C:7]2[CH:15]=[CH:14][C:10]([C:11]([OH:13])=[O:12])=[CH:9][N:8]=2)[CH2:21][CH2:20][CH2:19][CH2:18][CH2:17]1. The catalyst class is: 15. (2) Reactant: [C:1]([O:5][C:6](=[O:25])[C@@H:7]([NH2:24])[CH2:8][NH:9][C:10](=[O:23])[C:11]1[CH:16]=[CH:15][C:14]([CH2:17][CH2:18][C:19]([O:21][CH3:22])=[O:20])=[CH:13][CH:12]=1)([CH3:4])([CH3:3])[CH3:2].C(N(CC)CC)C.[CH3:33][O:34][C:35]([C:37]1[CH:42]=[CH:41][CH:40]=[CH:39][C:38]=1[S:43](Cl)(=[O:45])=[O:44])=[O:36]. Product: [CH3:33][O:34][C:35](=[O:36])[C:37]1[CH:42]=[CH:41][CH:40]=[CH:39][C:38]=1[S:43](=[O:44])(=[O:45])[NH:24][C@H:7]([C:6]([O:5][C:1]([CH3:4])([CH3:2])[CH3:3])=[O:25])[CH2:8][NH:9][C:10](=[O:23])[C:11]1[CH:12]=[CH:13][C:14]([CH2:17][CH2:18][C:19]([O:21][CH3:22])=[O:20])=[CH:15][CH:16]=1. The catalyst class is: 9. (3) Reactant: Cl.Cl.[Cl:3][C:4]1[C:5]([CH2:10][NH2:11])=[N:6][CH:7]=[CH:8][N:9]=1.C(N(CC)C(C)C)(C)C.ON1C2C=CC=CC=2N=N1.[CH2:31]([O:38][C:39]([N:41]1[CH2:46][CH2:45][CH:44]([C:47](O)=[O:48])[CH2:43][CH2:42]1)=[O:40])[C:32]1[CH:37]=[CH:36][CH:35]=[CH:34][CH:33]=1. Product: [Cl:3][C:4]1[C:5]([CH2:10][NH:11][C:47]([CH:44]2[CH2:45][CH2:46][N:41]([C:39]([O:38][CH2:31][C:32]3[CH:33]=[CH:34][CH:35]=[CH:36][CH:37]=3)=[O:40])[CH2:42][CH2:43]2)=[O:48])=[N:6][CH:7]=[CH:8][N:9]=1. The catalyst class is: 2. (4) Reactant: Br[C:2]1[CH:9]=[CH:8][C:5]([CH:6]=[O:7])=[CH:4][CH:3]=1.[CH2:10]([O:12][CH:13]([O:16]CC)[CH:14]=[CH2:15])[CH3:11].N(CCCC)(CCCC)CCCC. Product: [CH:6]([C:5]1[CH:8]=[CH:9][C:2]([CH2:15][CH2:14][C:13]([O:12][CH2:10][CH3:11])=[O:16])=[CH:3][CH:4]=1)=[O:7]. The catalyst class is: 3. (5) Reactant: Cl[C:2]1[N:7]=[C:6]([C:8]2[C:16]3[C:11](=[CH:12][CH:13]=[CH:14][CH:15]=3)[N:10]([S:17]([C:20]3[CH:25]=[CH:24][CH:23]=[CH:22][CH:21]=3)(=[O:19])=[O:18])[CH:9]=2)[C:5]([Cl:26])=[CH:4][N:3]=1.[NH2:27][C@@H:28]1[CH2:32][CH2:31][N:30]([C:33]([O:35][C:36]([CH3:39])([CH3:38])[CH3:37])=[O:34])[CH2:29]1.C(N(C(C)C)CC)(C)C. Product: [Cl:26][C:5]1[C:6]([C:8]2[C:16]3[C:11](=[CH:12][CH:13]=[CH:14][CH:15]=3)[N:10]([S:17]([C:20]3[CH:25]=[CH:24][CH:23]=[CH:22][CH:21]=3)(=[O:18])=[O:19])[CH:9]=2)=[N:7][C:2]([NH:27][C@@H:28]2[CH2:32][CH2:31][N:30]([C:33]([O:35][C:36]([CH3:39])([CH3:38])[CH3:37])=[O:34])[CH2:29]2)=[N:3][CH:4]=1. The catalyst class is: 296. (6) Reactant: C([N:14]1[CH2:17][CH:16]([N:18]2[CH2:23][CH2:22][N:21]([C:24](=[O:29])[C:25]([F:28])([F:27])[F:26])[CH2:20][CH2:19]2)[CH2:15]1)(C1C=CC=CC=1)C1C=CC=CC=1.ClC(OC(Cl)C)=O.CO.CCOCC. Product: [NH:14]1[CH2:15][CH:16]([N:18]2[CH2:19][CH2:20][N:21]([C:24](=[O:29])[C:25]([F:26])([F:27])[F:28])[CH2:22][CH2:23]2)[CH2:17]1. The catalyst class is: 2.